This data is from Full USPTO retrosynthesis dataset with 1.9M reactions from patents (1976-2016). The task is: Predict the reactants needed to synthesize the given product. (1) Given the product [N:22]1([C:10]2[C:11]3[N:16]=[N:15][N:14]([CH2:17][CH2:18][CH2:19][CH2:20][N:28]4[CH2:32][CH2:31][CH2:30][CH2:29]4)[C:12]=3[N:13]=[C:8]([C:4]3[CH:3]=[C:2]([OH:1])[CH:7]=[CH:6][CH:5]=3)[N:9]=2)[CH2:27][CH2:26][O:25][CH2:24][CH2:23]1, predict the reactants needed to synthesize it. The reactants are: [OH:1][C:2]1[CH:3]=[C:4]([C:8]2[N:9]=[C:10]([N:22]3[CH2:27][CH2:26][O:25][CH2:24][CH2:23]3)[C:11]3[N:16]=[N:15][N:14]([CH2:17][CH2:18][CH2:19][CH:20]=O)[C:12]=3[N:13]=2)[CH:5]=[CH:6][CH:7]=1.[NH:28]1[CH2:32][CH2:31][CH2:30][CH2:29]1.[BH3-]C#N.[Na+]. (2) Given the product [CH2:42]([O:41][C:39](=[O:40])[CH2:38][O:1][C@H:2]1[CH2:3][CH2:4][C@H:5]([N:8]2[C:13](=[O:14])[C:12]([CH2:15][C:16]3[CH:21]=[CH:20][C:19]([C:22]4[CH:27]=[CH:26][CH:25]=[CH:24][C:23]=4[C:28]#[N:29])=[CH:18][CH:17]=3)=[C:11]([CH2:30][CH2:31][CH3:32])[N:10]3[N:33]=[CH:34][CH:35]=[C:9]23)[CH2:6][CH2:7]1)[CH3:43], predict the reactants needed to synthesize it. The reactants are: [OH:1][C@H:2]1[CH2:7][CH2:6][C@H:5]([N:8]2[C:13](=[O:14])[C:12]([CH2:15][C:16]3[CH:21]=[CH:20][C:19]([C:22]4[C:23]([C:28]#[N:29])=[CH:24][CH:25]=[CH:26][CH:27]=4)=[CH:18][CH:17]=3)=[C:11]([CH2:30][CH2:31][CH3:32])[N:10]3[N:33]=[CH:34][CH:35]=[C:9]23)[CH2:4][CH2:3]1.[N+](=[CH:38][C:39]([O:41][CH2:42][CH3:43])=[O:40])=[N-].C(OCC)(=O)C.O. (3) Given the product [Cl:30][C:5]1[C:4]2[C:9](=[CH:10][CH:11]=[C:2]([I:1])[CH:3]=2)[N:8]=[C:7]([CH3:12])[C:6]=1[S:13]([CH3:16])(=[O:15])=[O:14], predict the reactants needed to synthesize it. The reactants are: [I:1][C:2]1[CH:3]=[C:4]2[C:9](=[CH:10][CH:11]=1)[N:8]=[C:7]([CH3:12])[C:6]([S:13]([CH3:16])(=[O:15])=[O:14])=[C:5]2O.CN(C)C1C=CC(C)=CC=1.P(Cl)(Cl)([Cl:30])=O. (4) The reactants are: [N:1]1[CH:6]=[CH:5][CH:4]=[C:3]([CH2:7][NH2:8])[CH:2]=1.O[C:10]1[C:11]2[CH:19]=[CH:18][CH:17]=[C:16]([C:20]([NH2:22])=[O:21])[C:12]=2[N:13]=[N:14][N:15]=1. Given the product [N:1]1[CH:6]=[CH:5][CH:4]=[C:3]([CH2:7][NH:8][C:10]2[C:11]3[CH:19]=[CH:18][CH:17]=[C:16]([C:20]([NH2:22])=[O:21])[C:12]=3[N:13]=[N:14][N:15]=2)[CH:2]=1, predict the reactants needed to synthesize it.